This data is from Drug-target binding data from BindingDB using IC50 measurements. The task is: Regression. Given a target protein amino acid sequence and a drug SMILES string, predict the binding affinity score between them. We predict pIC50 (pIC50 = -log10(IC50 in M); higher means more potent). Dataset: bindingdb_ic50. The compound is Cn1cc[nH]c1=S. The target protein (P22079) has sequence MRVLLHLPALLASLILLQAAASTTRAQTTRTSAISDTVSQAKVQVNKAFLDSRTRLKTAMSSETPTSRQLSEYLKHAKGRTRTAIRNGQVWEESLKRLRQKASLTNVTDPSLDLTSLSLEVGCGAPAPVVRCDPCSPYRTITGDCNNRRKPALGAANRALARWLPAEYEDGLSLPFGWTPGKTRNGFPLPLAREVSNKIVGYLNEEGVLDQNRSLLFMQWGQIVDHDLDFAPDTELGSSEYSKAQCDEYCIQGDNCFPIMFPPNDPKAGTQGKCMPFFRAGFVCPTPPYKSLAREQINALTSFLDASFVYSSEPSLASRLRNLSSPLGLMAVNQEVSDHGLPYLPYDSKKPSPCEFINTTARVPCFLAGDSRASEHILLATSHTLFLREHNRLARELKRLNPQWDGEKLYQEARKILGAFVQIITFRDYLPILLGDHMQKWIPPYQGYSESVDPRISNVFTFAFRFGHLEVPSSMFRLDENYQPWGPEPELPLHTLFFNT.... The pIC50 is 4.9.